This data is from Reaction yield outcomes from USPTO patents with 853,638 reactions. The task is: Predict the reaction yield, written as a fraction of the theoretical maximum amount of product (1.0 means a 100% yield; for example, 0.34 means a 34% yield). (1) The reactants are [C:1]([C:3]1[CH:4]=[C:5]2[C:9](=[CH:10][CH:11]=1)[NH:8][C:7](=[O:12])[C:6]2([NH:22][C:23]([N:25]1[CH2:30][CH2:29][N:28]([CH:31]2[CH2:36][CH2:35][N:34]([CH3:37])[CH2:33][CH2:32]2)[CH2:27][CH2:26]1)=[O:24])[C:13]1[C:14]([O:19][CH2:20][CH3:21])=[N:15][CH:16]=[CH:17][CH:18]=1)#[N:2].[H-].[Na+].N1C2C(=CC=CC=2)CC1=O.[CH3:50][O:51][C:52]1[CH:57]=[CH:56][C:55]([S:58](Cl)(=[O:60])=[O:59])=[CH:54][CH:53]=1.C(=O)(O)[O-].[Na+]. The catalyst is CN(C)C=O.C(OCC)(=O)C.ClCCl.CO. The product is [C:1]([C:3]1[CH:4]=[C:5]2[C:9](=[CH:10][CH:11]=1)[N:8]([S:58]([C:55]1[CH:54]=[CH:53][C:52]([O:51][CH3:50])=[CH:57][CH:56]=1)(=[O:60])=[O:59])[C:7](=[O:12])[C:6]2([NH:22][C:23]([N:25]1[CH2:26][CH2:27][N:28]([CH:31]2[CH2:32][CH2:33][N:34]([CH3:37])[CH2:35][CH2:36]2)[CH2:29][CH2:30]1)=[O:24])[C:13]1[C:14]([O:19][CH2:20][CH3:21])=[N:15][CH:16]=[CH:17][CH:18]=1)#[N:2]. The yield is 0.230. (2) The reactants are Br[C:2]1[CH:9]=[CH:8][CH:7]=[C:6]([F:10])[C:3]=1[CH:4]=[O:5].C(N([CH2:16][CH3:17])CC)C.[CH3:18]N(C)C=O. The catalyst is Cl[Pd](Cl)([P](C1C=CC=CC=1)(C1C=CC=CC=1)C1C=CC=CC=1)[P](C1C=CC=CC=1)(C1C=CC=CC=1)C1C=CC=CC=1.[Cu]I. The product is [F:10][C:6]1[CH:7]=[CH:8][CH:9]=[C:2]([C:18]#[C:16][CH3:17])[C:3]=1[CH:4]=[O:5]. The yield is 1.00. (3) The reactants are O[C:2]([C:5]1[CH:10]=[C:9]([O:11][CH3:12])[C:8]([N:13]2[CH2:18][CH2:17][NH:16][CH2:15][CH2:14]2)=[CH:7][C:6]=1[OH:19])([CH3:4])[CH3:3].FC(F)(F)C(O)=O.C([SiH](CC)CC)C. The catalyst is ClCCl. The product is [CH:2]([C:5]1[CH:10]=[C:9]([O:11][CH3:12])[C:8]([N:13]2[CH2:14][CH2:15][NH:16][CH2:17][CH2:18]2)=[CH:7][C:6]=1[OH:19])([CH3:4])[CH3:3]. The yield is 0.990. (4) The catalyst is ClCCl.CN(C)C1C=CN=CC=1. The yield is 0.170. The product is [N:25]([CH2:28][C@@H:29]([CH3:33])[C:30]([O:8][C@H:6]1[C@H:5]([CH3:9])[O:4][C@@H:3]([O:10][C@H:11]([CH3:24])[CH2:12][CH2:13][C:14]([O:16][CH2:17][C:18]2[CH:19]=[CH:20][CH:21]=[CH:22][CH:23]=2)=[O:15])[C@H:2]([OH:1])[CH2:7]1)=[O:31])=[N+:26]=[N-:27]. The reactants are [OH:1][C@@H:2]1[CH2:7][C@@H:6]([OH:8])[C@H:5]([CH3:9])[O:4][C@H:3]1[O:10][C@H:11]([CH3:24])[CH2:12][CH2:13][C:14]([O:16][CH2:17][C:18]1[CH:23]=[CH:22][CH:21]=[CH:20][CH:19]=1)=[O:15].[N:25]([CH2:28][C@@H:29]([CH3:33])[C:30](O)=[O:31])=[N+:26]=[N-:27].CCN=C=NCCCN(C)C.Cl.C(O)(C)C.